Dataset: Forward reaction prediction with 1.9M reactions from USPTO patents (1976-2016). Task: Predict the product of the given reaction. (1) Given the reactants [CH3:1][O:2][C:3]1[CH:4]=[C:5]2[C:10](=[CH:11][C:12]=1[O:13][CH3:14])[N:9]=[CH:8][CH:7]=[C:6]2[O:15][C:16]1[C:22]([CH3:23])=[CH:21][C:19]([NH2:20])=[C:18]([CH3:24])[CH:17]=1.Cl[C:26](Cl)([O:28][C:29](=[O:35])OC(Cl)(Cl)Cl)Cl.[CH3:37][C:38]1[CH:39]=[C:40](CO)[CH:41]=[CH:42][CH:43]=1.C(=O)(O)[O-].[Na+], predict the reaction product. The product is: [CH3:1][O:2][C:3]1[CH:4]=[C:5]2[C:10](=[CH:11][C:12]=1[O:13][CH3:14])[N:9]=[CH:8][CH:7]=[C:6]2[O:15][C:16]1[C:22]([CH3:23])=[CH:21][C:19]([NH:20][C:29](=[O:35])[O:28][CH2:26][C:42]2[CH:41]=[CH:40][CH:39]=[C:38]([CH3:37])[CH:43]=2)=[C:18]([CH3:24])[CH:17]=1. (2) Given the reactants C[O:2][C:3]1[CH:8]=[C:7]([N+:9]([O-:11])=[O:10])[CH:6]=[C:5]([S:12]([CH3:15])(=[O:14])=[O:13])[CH:4]=1.Br, predict the reaction product. The product is: [CH3:15][S:12]([C:5]1[CH:4]=[C:3]([OH:2])[CH:8]=[C:7]([N+:9]([O-:11])=[O:10])[CH:6]=1)(=[O:14])=[O:13]. (3) Given the reactants [S:1]1[CH:5]=[CH:4][CH:3]=[C:2]1[CH2:6][C:7]#[N:8].[H-].[Na+].Br[CH2:12][CH2:13]Br, predict the reaction product. The product is: [S:1]1[CH:5]=[CH:4][CH:3]=[C:2]1[C:6]1([C:7]#[N:8])[CH2:13][CH2:12]1. (4) Given the reactants [F:1][C:2]1[CH:7]=[CH:6][C:5]([N:8]2[C:16]3[C:11](=[CH:12][C:13]([CH:17]([C:24]4[CH:29]=[CH:28][CH:27]=[CH:26][CH:25]=4)[CH:18]([CH3:23])[C:19]([O:21]C)=[O:20])=[CH:14][CH:15]=3)[CH:10]=[N:9]2)=[CH:4][CH:3]=1.Cl, predict the reaction product. The product is: [F:1][C:2]1[CH:3]=[CH:4][C:5]([N:8]2[C:16]3[C:11](=[CH:12][C:13]([CH:17]([C:24]4[CH:25]=[CH:26][CH:27]=[CH:28][CH:29]=4)[CH:18]([CH3:23])[C:19]([OH:21])=[O:20])=[CH:14][CH:15]=3)[CH:10]=[N:9]2)=[CH:6][CH:7]=1. (5) Given the reactants C(OC([N:8]1[CH:13]([C:14]2[NH:18][C:17]3[CH:19]=[C:20]([C:23]4[CH:35]=[CH:34][C:33]5[C:32]6[C:27](=[CH:28][C:29]([C:36]7[NH:37][C:38]([CH:41]8[CH2:47][C:44]9([CH2:46][CH2:45]9)[CH2:43][N:42]8[C:48](=[O:58])[CH:49]([NH:53][C:54]([O:56][CH3:57])=[O:55])[CH:50]([CH3:52])[CH3:51])=[N:39][CH:40]=7)=[CH:30][CH:31]=6)[C:26]([F:60])([F:59])[C:25]=5[CH:24]=4)[CH:21]=[CH:22][C:16]=3[N:15]=2)[CH:12]2[CH2:61][CH:9]1[CH2:10][CH2:11]2)=O)(C)(C)C.Cl.CCN(C(C)C)C(C)C.[CH3:72][O:73][C:74]([NH:76][CH:77]([CH3:81])[C:78](O)=[O:79])=[O:75].CN(C(ON1N=NC2C=CC=NC1=2)=[N+](C)C)C.F[P-](F)(F)(F)(F)F, predict the reaction product. The product is: [CH3:57][O:56][C:54](=[O:55])[NH:53][CH:49]([C:48]([N:42]1[CH:41]([C:38]2[NH:37][C:36]([C:29]3[CH:30]=[CH:31][C:32]4[C:33]5[C:25](=[CH:24][C:23]([C:20]6[CH:21]=[CH:22][C:16]7[N:15]=[C:14]([CH:13]8[CH:12]9[CH2:61][CH:9]([CH2:10][CH2:11]9)[N:8]8[C:78](=[O:79])[CH:77]([NH:76][C:74]([O:73][CH3:72])=[O:75])[CH3:81])[NH:18][C:17]=7[CH:19]=6)=[CH:35][CH:34]=5)[C:26]([F:60])([F:59])[C:27]=4[CH:28]=3)=[CH:40][N:39]=2)[CH2:47][C:44]2([CH2:45][CH2:46]2)[CH2:43]1)=[O:58])[CH:50]([CH3:52])[CH3:51].